The task is: Regression. Given a peptide amino acid sequence and an MHC pseudo amino acid sequence, predict their binding affinity value. This is MHC class II binding data.. This data is from Peptide-MHC class II binding affinity with 134,281 pairs from IEDB. (1) The peptide sequence is GELCIVDKIDAAFKI. The MHC is DRB1_1101 with pseudo-sequence DRB1_1101. The binding affinity (normalized) is 0.563. (2) The binding affinity (normalized) is 0. The MHC is DRB1_0405 with pseudo-sequence DRB1_0405. The peptide sequence is NLARTISEAGQAMAS. (3) The peptide sequence is FDPYGATISATPESA. The MHC is DRB1_1201 with pseudo-sequence DRB1_1201. The binding affinity (normalized) is 0.137. (4) The peptide sequence is NFRFMSKGGMRNVFDEVIPT. The MHC is DRB3_0202 with pseudo-sequence DRB3_0202. The binding affinity (normalized) is 0.242. (5) The binding affinity (normalized) is 0.196. The peptide sequence is EICPAVKRDVDLFLTGT. The MHC is DRB1_0101 with pseudo-sequence DRB1_0101. (6) The peptide sequence is DRASYRAHWQDDDVT. The MHC is HLA-DQA10501-DQB10301 with pseudo-sequence HLA-DQA10501-DQB10301. The binding affinity (normalized) is 0.170. (7) The peptide sequence is LSPLTKGILGFVFTL. The MHC is DRB1_1501 with pseudo-sequence DRB1_1501. The binding affinity (normalized) is 0.236. (8) The peptide sequence is AAWGGSGSEAYQGVQ. The MHC is DRB1_0802 with pseudo-sequence DRB1_0802. The binding affinity (normalized) is 0.